Predict which catalyst facilitates the given reaction. From a dataset of Catalyst prediction with 721,799 reactions and 888 catalyst types from USPTO. (1) Reactant: Br[C:2]1[CH:3]=[CH:4][C:5]([F:8])=[N:6][CH:7]=1.C([Sn](CCCC)(CCCC)[C:14]1[S:15][CH:16]=[CH:17][N:18]=1)CCC. Product: [F:8][C:5]1[N:6]=[CH:7][C:2]([C:14]2[S:15][CH:16]=[CH:17][N:18]=2)=[CH:3][CH:4]=1. The catalyst class is: 233. (2) Reactant: [N:1]1[CH:6]=[CH:5][N:4]=[CH:3][C:2]=1[C:7]1[CH:12]=[CH:11][C:10]([CH2:13][OH:14])=[CH:9][CH:8]=1.CCN(C(C)C)C(C)C.[CH3:24][S:25](Cl)(=[O:27])=[O:26].O. Product: [CH3:24][S:25]([O:14][CH2:13][C:10]1[CH:9]=[CH:8][C:7]([C:2]2[CH:3]=[N:4][CH:5]=[CH:6][N:1]=2)=[CH:12][CH:11]=1)(=[O:27])=[O:26]. The catalyst class is: 2. (3) Reactant: [C:1]([O:4][CH2:5][C@@H:6]1[C@@H:11]([O:12][C:13](=[O:15])[CH3:14])[C@H:10]([O:16][C:17](=[O:19])[CH3:18])[C@H:9]([O:20][C:21](=[O:23])[CH3:22])[C@@H:8](OC(=O)C)[O:7]1)(=[O:3])[CH3:2].[I:28][C:29]1[CH:34]=[CH:33][C:32]([OH:35])=[CH:31][CH:30]=1.B(F)(F)F.CCOCC.C([O-])(O)=O.[Na+]. Product: [C:13]([O:12][C@H:11]1[C@H:10]([O:16][C:17](=[O:19])[CH3:18])[C@H:9]([O:20][C:21](=[O:23])[CH3:22])[C@@H:8]([O:35][C:32]2[CH:33]=[CH:34][C:29]([I:28])=[CH:30][CH:31]=2)[O:7][C@@H:6]1[CH2:5][O:4][C:1](=[O:3])[CH3:2])(=[O:15])[CH3:14]. The catalyst class is: 279. (4) Reactant: Br[C:2]1[S:3][C:4]2[CH2:9][S:8][CH2:7][C:5]=2[N:6]=1.C([Mg]Cl)(C)C.[CH2:15]([CH:17]([CH2:21][CH2:22][CH2:23][CH3:24])[C:18](Cl)=[O:19])[CH3:16].O. Product: [S:3]1[C:4]2[CH2:9][S:8][CH2:7][C:5]=2[N:6]=[C:2]1[C:18](=[O:19])[CH:17]([CH2:15][CH3:16])[CH2:21][CH2:22][CH2:23][CH3:24]. The catalyst class is: 7.